Task: Predict which catalyst facilitates the given reaction.. Dataset: Catalyst prediction with 721,799 reactions and 888 catalyst types from USPTO (1) Product: [CH:22]1([C:16]2[CH:17]=[C:18]3[C:13](=[CH:14][CH:15]=2)[N:12]=[C:11]([N:9]2[CH:10]=[C:6]([C:4]([OH:5])=[O:3])[CH:7]=[N:8]2)[NH:20][C:19]3=[O:21])[CH2:23][CH2:24]1. Reactant: C([O:3][C:4]([C:6]1[CH:7]=[N:8][N:9]([C:11]2[NH:20][C:19](=[O:21])[C:18]3[C:13](=[CH:14][CH:15]=[C:16]([CH:22]4[CH2:24][CH2:23]4)[CH:17]=3)[N:12]=2)[CH:10]=1)=[O:5])C.[OH-].[K+]. The catalyst class is: 1. (2) Reactant: [CH3:1][C@@:2]12[C:18](=[O:19])[CH2:17][CH2:16][C@H:15]1[C@H:14]1[C@@H:5]([C:6]3[CH:7]=[CH:8][C:9]([OH:20])=[CH:10][C:11]=3[CH2:12][CH2:13]1)[CH2:4][CH2:3]2.[Si:21](Cl)([C:24]([CH3:27])([CH3:26])[CH3:25])([CH3:23])[CH3:22].N1C=CN=C1. Product: [Si:21]([O:20][C:9]1[CH:8]=[CH:7][C:6]2[C@@H:5]3[C@H:14]([C@H:15]4[C@@:2]([CH2:3][CH2:4]3)([CH3:1])[C:18](=[O:19])[CH2:17][CH2:16]4)[CH2:13][CH2:12][C:11]=2[CH:10]=1)([C:24]([CH3:27])([CH3:26])[CH3:25])([CH3:23])[CH3:22]. The catalyst class is: 118.